This data is from Reaction yield outcomes from USPTO patents with 853,638 reactions. The task is: Predict the reaction yield, written as a fraction of the theoretical maximum amount of product (1.0 means a 100% yield; for example, 0.34 means a 34% yield). (1) The reactants are [CH2:1]([N:8]1[C:16]2[C:15](=[O:17])[NH:14][C:13](=[O:18])[NH:12][C:11]=2[N:10]=[CH:9]1)[C:2]1[CH:7]=[CH:6][CH:5]=[CH:4][CH:3]=1.C(=O)([O-])[O-].[K+].[K+].[CH2:25](I)[CH2:26][CH2:27][CH3:28].C(O)(=O)C. The catalyst is CN(C=O)C. The product is [CH2:25]([N:12]1[C:11]2[N:10]=[CH:9][N:8]([CH2:1][C:2]3[CH:7]=[CH:6][CH:5]=[CH:4][CH:3]=3)[C:16]=2[C:15](=[O:17])[NH:14][C:13]1=[O:18])[CH2:26][CH2:27][CH3:28]. The yield is 0.560. (2) The reactants are [N+](C1C=CC(CCN)=CC=1)([O-])=O.[CH3:13][O:14][C:15]1[CH:16]=[C:17]2[C:21](=[CH:22][CH:23]=1)[NH:20][CH:19]=[C:18]2[CH2:24][CH2:25][NH:26][C:27]1[CH:32]=[C:31]([C:33]2[CH:38]=[CH:37][CH:36]=[C:35]([O:39][CH3:40])[CH:34]=2)[N:30]=[C:29]([O:41][CH3:42])[N:28]=1.[ClH:43]. The catalyst is CCO.CCOCC. The product is [ClH:43].[CH3:13][O:14][C:15]1[CH:16]=[C:17]2[C:21](=[CH:22][CH:23]=1)[NH:20][CH:19]=[C:18]2[CH2:24][CH2:25][NH:26][C:27]1[CH:32]=[C:31]([C:33]2[CH:38]=[CH:37][CH:36]=[C:35]([O:39][CH3:40])[CH:34]=2)[N:30]=[C:29]([O:41][CH3:42])[N:28]=1. The yield is 0.590.